Dataset: Forward reaction prediction with 1.9M reactions from USPTO patents (1976-2016). Task: Predict the product of the given reaction. (1) Given the reactants [CH:1]1([C@:4]2([OH:12])[CH2:8][CH2:7][NH:6][C@H:5]2[CH:9]([CH3:11])[CH3:10])[CH2:3][CH2:2]1.[F:13][C:14]1[CH:21]=[C:20](F)[CH:19]=[C:18]([F:23])[C:15]=1[C:16]#[N:17].C(=O)([O-])[O-].[Li+].[Li+], predict the reaction product. The product is: [CH:1]1([C@:4]2([OH:12])[CH2:8][CH2:7][N:6]([C:20]3[CH:21]=[C:14]([F:13])[C:15]([C:16]#[N:17])=[C:18]([F:23])[CH:19]=3)[C@H:5]2[CH:9]([CH3:10])[CH3:11])[CH2:3][CH2:2]1. (2) Given the reactants C(OC([N:8]1[C:16]2[C:11](=[CH:12][C:13]([O:17][CH2:18][C:19]3[CH:24]=[CH:23][C:22]([C:25]4[CH:30]=[CH:29][CH:28]=[CH:27][CH:26]=4)=[C:21]([O:31][C:32]([F:35])([F:34])[F:33])[CH:20]=3)=[CH:14][CH:15]=2)[CH2:10][CH2:9]1)=O)(C)(C)C.[ClH:36].O1CCOCC1, predict the reaction product. The product is: [ClH:36].[F:34][C:32]([F:33])([F:35])[O:31][C:21]1[CH:20]=[C:19]([CH2:18][O:17][C:13]2[CH:12]=[C:11]3[C:16](=[CH:15][CH:14]=2)[NH:8][CH2:9][CH2:10]3)[CH:24]=[CH:23][C:22]=1[C:25]1[CH:26]=[CH:27][CH:28]=[CH:29][CH:30]=1. (3) Given the reactants [F:1][C:2]1[CH:3]=[C:4]([N:15]2[CH2:19][C@H:18]([C:20](OCCCC)=[O:21])[O:17][C:16]2=[O:27])[CH:5]=[C:6]([F:14])[C:7]=1[N:8]1[CH2:13][CH2:12][O:11][CH2:10][CH2:9]1.[CH3:28][NH2:29], predict the reaction product. The product is: [CH3:28][NH:29][C:20]([C@@H:18]1[O:17][C:16](=[O:27])[N:15]([C:4]2[CH:3]=[C:2]([F:1])[C:7]([N:8]3[CH2:13][CH2:12][O:11][CH2:10][CH2:9]3)=[C:6]([F:14])[CH:5]=2)[CH2:19]1)=[O:21]. (4) Given the reactants [NH2:1][C:2]1[S:3][C:4]2[C:10]([C:11]3[CH:16]=[CH:15][CH:14]=[CH:13][CH:12]=3)=[CH:9][CH:8]=[C:7]([O:17][CH3:18])[C:5]=2[N:6]=1.C(N(CC)CC)C.[CH3:26][O:27][C:28]1[CH:36]=[CH:35][CH:34]=[CH:33][C:29]=1[C:30](Cl)=[O:31], predict the reaction product. The product is: [CH3:26][O:27][C:28]1[CH:36]=[CH:35][CH:34]=[CH:33][C:29]=1[C:30]([NH:1][C:2]1[S:3][C:4]2[C:10]([C:11]3[CH:16]=[CH:15][CH:14]=[CH:13][CH:12]=3)=[CH:9][CH:8]=[C:7]([O:17][CH3:18])[C:5]=2[N:6]=1)=[O:31]. (5) The product is: [CH2:1]([N:8]1[CH2:13][CH2:12][NH:11][CH2:10][CH:9]1[C:14]1[N:19]=[C:18]([CH:20]2[CH2:25][NH:24][CH2:23][CH2:22][N:21]2[CH2:26][C:27]2[CH:32]=[CH:31][CH:30]=[CH:29][CH:28]=2)[CH:17]=[C:16]([NH2:33])[N:15]=1)[C:2]1[CH:7]=[CH:6][CH:5]=[CH:4][CH:3]=1. Given the reactants [CH2:1]([N:8]1[CH2:13][CH2:12][NH:11][CH2:10][CH:9]1[C:14]1[N:19]=[C:18]([CH:20]2[CH2:25][NH:24][CH2:23][CH2:22][N:21]2[CH2:26][C:27]2[CH:32]=[CH:31][CH:30]=[CH:29][CH:28]=2)[CH:17]=[C:16]([NH:33]N)[N:15]=1)[C:2]1[CH:7]=[CH:6][CH:5]=[CH:4][CH:3]=1, predict the reaction product.